From a dataset of Catalyst prediction with 721,799 reactions and 888 catalyst types from USPTO. Predict which catalyst facilitates the given reaction. (1) Reactant: [F:1][C:2]1[C:7]([F:8])=[CH:6][C:5]([F:9])=[C:4]([NH:10]N)[N:3]=1. Product: [NH2:10][C:4]1[C:5]([F:9])=[CH:6][C:7]([F:8])=[C:2]([F:1])[N:3]=1. The catalyst class is: 227. (2) Reactant: C[C:2]1[C:7]([C:8]#[C:9]CO)=[CH:6][N:5]=[C:4]([F:12])[C:3]=1C.[OH-].[Na+]. Product: [F:12][C:4]1[N:5]=[CH:6][C:7]([C:8]#[CH:9])=[CH:2][CH:3]=1. The catalyst class is: 11. (3) Reactant: [CH3:1][C:2]1[NH:6][C:5]2[C:7]([C:17]([O:19]C)=[O:18])=[CH:8][C:9]([N:11]3[CH2:16][CH2:15][O:14][CH2:13][CH2:12]3)=[CH:10][C:4]=2[N:3]=1.[CH3:21][C:22]1[CH:29]=[CH:28][CH:27]=[CH:26][C:23]=1[CH2:24]Br.C(=O)([O-])[O-].[K+].[K+].[OH-].[Li+]. Product: [CH3:1][C:2]1[N:3]([CH2:21][C:22]2[CH:29]=[CH:28][CH:27]=[CH:26][C:23]=2[CH3:24])[C:4]2[CH:10]=[C:9]([N:11]3[CH2:12][CH2:13][O:14][CH2:15][CH2:16]3)[CH:8]=[C:7]([C:17]([OH:19])=[O:18])[C:5]=2[N:6]=1. The catalyst class is: 782. (4) Reactant: [Cl-].[Al+3].[Cl-].[Cl-].[H-].[Al+3].[Li+].[H-].[H-].[H-].[Br:11][C:12]1[S:16][C:15]([CH:17]2[S:23][CH2:22][CH2:21][NH:20][C:19](=O)[CH2:18]2)=[CH:14][CH:13]=1. Product: [Br:11][C:12]1[S:16][C:15]([CH:17]2[S:23][CH2:22][CH2:21][NH:20][CH2:19][CH2:18]2)=[CH:14][CH:13]=1. The catalyst class is: 385. (5) Reactant: C([O:4][CH2:5][C@@H:6]1[CH2:11][C@@H:10]([O:12][Si:13]([C:16]([CH3:19])([CH3:18])[CH3:17])([CH3:15])[CH3:14])[CH2:9][C:8](=[O:20])[O:7]1)(=O)C. Product: [Si:13]([O:12][C@@H:10]1[CH2:11][C@@H:6]([CH2:5][OH:4])[O:7][C:8](=[O:20])[CH2:9]1)([C:16]([CH3:19])([CH3:18])[CH3:17])([CH3:15])[CH3:14]. The catalyst class is: 92. (6) Reactant: [NH2:1][C:2]1[NH:7][C:6](=[O:8])[NH:5][C:4](=[O:9])[CH:3]=1.C([O-])(=O)C.[Na+].Cl[CH2:16][C:17](=O)[CH3:18]. Product: [CH3:18][C:17]1[NH:1][C:2]2[N:7]=[C:6]([OH:8])[N:5]=[C:4]([OH:9])[C:3]=2[CH:16]=1. The catalyst class is: 6. (7) Reactant: C(N(C(C)C)CC)(C)C.[NH:10]1[C:14]2=[N:15][CH:16]=[CH:17][CH:18]=[C:13]2[C:12]([C:19]2[N:24]=[C:23]([NH:25][C@:26]([CH3:32])([CH2:30][CH3:31])[C:27](O)=[O:28])[CH:22]=[CH:21][N:20]=2)=[CH:11]1.CCCP(=O)=O.[F:39][C:40]([F:44])([F:43])[CH2:41][NH2:42]. The catalyst class is: 229. Product: [NH:10]1[C:14]2=[N:15][CH:16]=[CH:17][CH:18]=[C:13]2[C:12]([C:19]2[N:24]=[C:23]([NH:25][C@:26]([CH3:32])([CH2:30][CH3:31])[C:27]([NH:42][CH2:41][C:40]([F:44])([F:43])[F:39])=[O:28])[CH:22]=[CH:21][N:20]=2)=[CH:11]1. (8) Reactant: [C:1]([OH:22])(=[O:21])[CH2:2][CH2:3][CH2:4][CH2:5][CH2:6][CH2:7][CH2:8][CH2:9][CH2:10][CH2:11][CH2:12][CH2:13][CH2:14][CH2:15][CH2:16][CH2:17][C:18]([OH:20])=[O:19].[C:23](OC(O[C:23]([CH3:26])([CH3:25])[CH3:24])N(C)C)([CH3:26])([CH3:25])[CH3:24].O.C(Cl)Cl. Product: [C:23]([O:19][C:18](=[O:20])[CH2:17][CH2:16][CH2:15][CH2:14][CH2:13][CH2:12][CH2:11][CH2:10][CH2:9][CH2:8][CH2:7][CH2:6][CH2:5][CH2:4][CH2:3][CH2:2][C:1]([OH:22])=[O:21])([CH3:26])([CH3:25])[CH3:24]. The catalyst class is: 11. (9) Reactant: Cl[C:2]1[S:6][N:5]=[C:4]([S:7][CH3:8])[N:3]=1.[F:9][C:10]([F:18])([F:17])[CH:11]1[CH2:16][CH2:15][CH2:14][NH:13][CH2:12]1.C(N(CC)CC)C. Product: [CH3:8][S:7][C:4]1[N:3]=[C:2]([N:13]2[CH2:14][CH2:15][CH2:16][CH:11]([C:10]([F:18])([F:17])[F:9])[CH2:12]2)[S:6][N:5]=1. The catalyst class is: 7.